Dataset: Forward reaction prediction with 1.9M reactions from USPTO patents (1976-2016). Task: Predict the product of the given reaction. (1) Given the reactants CC(C)(OC([NH:7][C@H:8]([CH2:13][C:14]1[CH:19]=[C:18]([F:20])[CH:17]=[CH:16][C:15]=1[F:21])[CH2:9][C:10]([OH:12])=O)=O)C.[CH2:23]([N:25]=[C:26]=[N:27][CH2:28][CH2:29][CH2:30]N(C)C)[CH3:24].[OH:34]C1C2N=NNC=2C=CC=1.C([N:47]([CH:50](C)C)CC)(C)C.[F:53][C:54]([F:59])([F:58])C(O)=O, predict the reaction product. The product is: [NH2:7][C@H:8]([CH2:13][C:14]1[CH:19]=[C:18]([F:20])[CH:17]=[CH:16][C:15]=1[F:21])[CH2:9][C:10]([N:47]1[CH2:50][CH2:30][C:29]2[C:28]([OH:34])=[N:27][C:26]([C:54]([F:59])([F:58])[F:53])=[N:25][C:23]=2[CH2:24]1)=[O:12]. (2) Given the reactants Cl[C:2]1[CH:3]=[C:4]([CH2:8][CH2:9][CH2:10][N:11]([C@H:25]2[CH2:30][CH2:29][C@H:28]([CH3:31])[CH2:27][CH2:26]2)[C:12](=[O:24])[NH:13][C:14]2[S:15][C:16]([S:19][CH2:20][C:21]([OH:23])=[O:22])=[CH:17][N:18]=2)[CH:5]=[CH:6][CH:7]=1.[F:32][C:33]([F:46])([F:45])C1C=C(CCC(O)=O)C=CC=1.C(OC(=O)CSC1SC(N)=NC=1)C, predict the reaction product. The product is: [CH3:31][C@H:28]1[CH2:29][CH2:30][C@H:25]([N:11]([CH2:10][CH2:9][CH2:8][C:4]2[CH:5]=[CH:6][CH:7]=[C:2]([C:33]([F:46])([F:45])[F:32])[CH:3]=2)[C:12](=[O:24])[NH:13][C:14]2[S:15][C:16]([S:19][CH2:20][C:21]([OH:23])=[O:22])=[CH:17][N:18]=2)[CH2:26][CH2:27]1.